Predict the reaction yield, written as a fraction of the theoretical maximum amount of product (1.0 means a 100% yield; for example, 0.34 means a 34% yield). From a dataset of Reaction yield outcomes from USPTO patents with 853,638 reactions. (1) The reactants are [O:1]1[CH2:6][CH2:5][CH2:4][CH2:3][CH:2]1[O:7][C:8]#[C:9][C:10](=O)[CH3:11].[Cl:13][C:14]1[CH:19]=[CH:18][C:17]([NH:20][C:21]2[N:29]=[C:28]([NH:30][NH2:31])[N:27]=[C:26]3[C:22]=2[N:23]=[CH:24][N:25]3[CH3:32])=[CH:16][CH:15]=1.[CH2:33](O)C. The product is [Cl:13][C:14]1[CH:19]=[CH:18][C:17]([NH:20][C:21]2[N:29]=[C:28]([N:30]3[C:9]([CH2:8][O:7][CH:2]4[CH2:3][CH2:4][CH2:5][CH2:6][O:1]4)=[CH:10][C:11]([CH3:33])=[N:31]3)[N:27]=[C:26]3[C:22]=2[N:23]=[CH:24][N:25]3[CH3:32])=[CH:16][CH:15]=1. No catalyst specified. The yield is 0.120. (2) The reactants are [Cl:1][C:2]1[C:7]([OH:8])=[C:6]([CH:9]=[CH2:10])[CH:5]=[C:4]([CH2:11][OH:12])[N:3]=1.[H-].[Na+].[CH2:15](Br)[CH:16]=[CH2:17]. The catalyst is CN(C=O)C.CCOC(C)=O. The product is [CH2:17]([O:8][C:7]1[C:6]([CH:9]=[CH2:10])=[CH:5][C:4]([CH2:11][OH:12])=[N:3][C:2]=1[Cl:1])[CH:16]=[CH2:15]. The yield is 0.810.